Dataset: HIV replication inhibition screening data with 41,000+ compounds from the AIDS Antiviral Screen. Task: Binary Classification. Given a drug SMILES string, predict its activity (active/inactive) in a high-throughput screening assay against a specified biological target. (1) The result is 0 (inactive). The compound is COc1cccc(C=C2N=C(C)N(n3c(-c4ccccc4)nc4ccccc4c3=O)C2=O)c1. (2) The molecule is Clc1ccc(C(Cc2ccccc2)c2c(Cl)nc(N3CCNCC3)nc2Cl)cc1. The result is 0 (inactive). (3) The drug is NS(=O)(=O)c1nnc(NC(=O)C=CC(=O)O)s1. The result is 0 (inactive). (4) The molecule is CN1CCC23c4ccccc4NC1C21CCN(C)C3Nc2ccccc21. The result is 0 (inactive). (5) The molecule is N#Cc1ccc(Nc2nc(O)c3nc[nH]c3n2)cc1. The result is 0 (inactive).